Task: Predict the product of the given reaction.. Dataset: Forward reaction prediction with 1.9M reactions from USPTO patents (1976-2016) (1) Given the reactants [CH2:1]([OH:12])[C@H:2]1[O:6][C@:5]([OH:9])([CH2:7][OH:8])[C@@H:4]([OH:10])[C@@H:3]1[OH:11].C(O)[C@H]1O[C@H](O[C@]2(CO)O[C@H](CO)[C@@H](O)[C@@H]2O)[C@H](O)[C@@H](O)[C@@H]1O.OS(O)(=O)=O.OP(O)(O)=O.Cl, predict the reaction product. The product is: [CH2:1]([OH:12])[CH:2]1[O:6][CH:5]([OH:9])[CH:7]([OH:8])[CH:4]([OH:10])[CH:3]1[OH:11]. (2) Given the reactants C([O:3][C:4]([C:6]1[N:7]=[N:8][C:9]([Cl:24])=[CH:10][C:11]=1[NH:12][C:13]1[CH:18]=[CH:17][CH:16]=[C:15]([N:19]2[CH:23]=[CH:22][N:21]=[N:20]2)[N:14]=1)=O)C.[NH3:25], predict the reaction product. The product is: [Cl:24][C:9]1[N:8]=[N:7][C:6]([C:4]([NH2:25])=[O:3])=[C:11]([NH:12][C:13]2[CH:18]=[CH:17][CH:16]=[C:15]([N:19]3[CH:23]=[CH:22][N:21]=[N:20]3)[N:14]=2)[CH:10]=1. (3) Given the reactants Cl.[Br:2][C:3]1[CH:4]=[C:5]([O:9]N)[CH:6]=[CH:7][CH:8]=1.[CH2:11]1[CH:19]2[N:14]([CH2:15][CH2:16][C:17](=O)[CH2:18]2)[CH2:13][CH2:12]1, predict the reaction product. The product is: [Br:2][C:3]1[CH:8]=[CH:7][C:6]2[C:18]3[CH:19]4[N:14]([CH2:13][CH2:12][CH2:11]4)[CH2:15][CH2:16][C:17]=3[O:9][C:5]=2[CH:4]=1. (4) Given the reactants C[O:2][C:3]([C:5]1[CH:10]=[CH:9][CH:8]=[CH:7][C:6]=1[NH:11][C:12]1[N:16]([C:17]2[CH:22]=[CH:21][CH:20]=[CH:19][C:18]=2[CH3:23])[N:15]=[C:14]([CH3:24])[C:13]=1[C:25]1[CH:26]=[C:27]2[C:32](=[C:33]([F:35])[CH:34]=1)[N:31]=[CH:30][CH:29]=[N:28]2)=[O:4].[OH-].[Na+].Cl, predict the reaction product. The product is: [F:35][C:33]1[CH:34]=[C:25]([C:13]2[C:14]([CH3:24])=[N:15][N:16]([C:17]3[CH:22]=[CH:21][CH:20]=[CH:19][C:18]=3[CH3:23])[C:12]=2[NH:11][C:6]2[CH:7]=[CH:8][CH:9]=[CH:10][C:5]=2[C:3]([OH:4])=[O:2])[CH:26]=[C:27]2[C:32]=1[N:31]=[CH:30][CH:29]=[N:28]2.